Dataset: Full USPTO retrosynthesis dataset with 1.9M reactions from patents (1976-2016). Task: Predict the reactants needed to synthesize the given product. (1) Given the product [CH3:29][C:30]1([CH3:50])[C:42]2[CH:41]=[C:40]3[N:43]([C:2]4[CH:3]=[C:4]([C:8]5[CH:13]=[CH:12][CH:11]=[C:10]([C:14]([C:16]6[CH:17]=[C:18]([C:22]7[CH:27]=[CH:26][CH:25]=[C:24]([N:43]8[C:40]9=[CH:41][C:42]%10[C:60]([CH3:61])([CH3:62])[C:63]%11[C:36]([C:37]=%10[CH:38]=[C:39]9[C:49]9[C:44]8=[CH:45][CH:46]=[N:47][CH:48]=9)=[CH:35][CH:34]=[CH:33][CH:32]=%11)[CH:23]=7)[CH:19]=[CH:20][CH:21]=6)=[O:15])[CH:9]=5)[CH:5]=[CH:6][CH:7]=4)[C:44]4[C:49]([C:39]3=[CH:38][C:37]=2[C:36]2[C:31]1=[CH:32][CH:33]=[CH:34][CH:35]=2)=[CH:48][N:47]=[CH:46][CH:45]=4, predict the reactants needed to synthesize it. The reactants are: Br[C:2]1[CH:3]=[C:4]([C:8]2[CH:13]=[CH:12][CH:11]=[C:10]([C:14]([C:16]3[CH:17]=[C:18]([C:22]4[CH:27]=[CH:26][CH:25]=[C:24](Br)[CH:23]=4)[CH:19]=[CH:20][CH:21]=3)=[O:15])[CH:9]=2)[CH:5]=[CH:6][CH:7]=1.[CH3:29][C:30]1([CH3:50])[C:42]2[CH:41]=[C:40]3[NH:43][C:44]4[C:49]([C:39]3=[CH:38][C:37]=2[C:36]2[C:31]1=[CH:32][CH:33]=[CH:34][CH:35]=2)=[CH:48][N:47]=[CH:46][CH:45]=4.[C:60](P([C:60]([CH3:63])([CH3:62])[CH3:61])[C:60]([CH3:63])([CH3:62])[CH3:61])([CH3:63])([CH3:62])[CH3:61]. (2) Given the product [CH2:17]([CH:16]([C:15]1[C:10]2[N:11]([C:7]([C:5]3[S:6][C:2]([C:37]4([OH:40])[CH2:38][CH2:39][O:34][CH2:35][CH2:36]4)=[CH:3][C:4]=3[CH3:23])=[C:8]([CH3:22])[N:9]=2)[N:12]=[C:13]([CH3:21])[CH:14]=1)[CH2:19][CH3:20])[CH3:18], predict the reactants needed to synthesize it. The reactants are: Br[C:2]1[S:6][C:5]([C:7]2[N:11]3[N:12]=[C:13]([CH3:21])[CH:14]=[C:15]([CH:16]([CH2:19][CH3:20])[CH2:17][CH3:18])[C:10]3=[N:9][C:8]=2[CH3:22])=[C:4]([CH3:23])[CH:3]=1.C1COCC1.C([Li])CCC.[O:34]1[CH2:39][CH2:38][C:37](=[O:40])[CH2:36][CH2:35]1. (3) Given the product [CH2:20]([C:22]1[CH:27]=[CH:26][CH:25]=[CH:24][C:23]=1[C:2]1[N:3]=[C:4]2[C:10]3[CH:11]=[CH:12][C:13]([C:15]([O:17][CH3:18])=[O:16])=[CH:14][C:9]=3[O:8][CH2:7][CH2:6][N:5]2[CH:19]=1)[CH3:21], predict the reactants needed to synthesize it. The reactants are: I[C:2]1[N:3]=[C:4]2[C:10]3[CH:11]=[CH:12][C:13]([C:15]([O:17][CH3:18])=[O:16])=[CH:14][C:9]=3[O:8][CH2:7][CH2:6][N:5]2[CH:19]=1.[CH2:20]([C:22]1[CH:27]=[CH:26][CH:25]=[CH:24][C:23]=1B(O)O)[CH3:21].C(#N)C. (4) The reactants are: Br[C:2]1[CH:3]=[CH:4][C:5]2[NH:6][C:7]3[C:12]([C:13]=2[CH:14]=1)=[CH:11][CH:10]=[CH:9][CH:8]=3.[Cu][C:16]#[N:17].O.CO. Given the product [CH:4]1[C:5]2[NH:6][C:7]3[C:12](=[CH:11][CH:10]=[CH:9][CH:8]=3)[C:13]=2[CH:14]=[C:2]([C:16]#[N:17])[CH:3]=1, predict the reactants needed to synthesize it. (5) Given the product [Cl:1][C:2]1[CH:3]=[C:4]([C:12]2[S:16][C:15]([C:17]3[C:18]([CH2:25][CH3:26])=[C:19]([CH2:20][N:27]4[CH2:32][CH2:31][CH:30]([C:33]([O:35][CH2:36][CH3:37])=[O:34])[CH2:29][CH2:28]4)[CH:22]=[CH:23][CH:24]=3)=[N:14][N:13]=2)[CH:5]=[CH:6][C:7]=1[O:8][CH:9]([CH3:11])[CH3:10], predict the reactants needed to synthesize it. The reactants are: [Cl:1][C:2]1[CH:3]=[C:4]([C:12]2[S:16][C:15]([C:17]3[C:18]([CH2:25][CH3:26])=[C:19]([CH:22]=[CH:23][CH:24]=3)[CH:20]=O)=[N:14][N:13]=2)[CH:5]=[CH:6][C:7]=1[O:8][CH:9]([CH3:11])[CH3:10].[NH:27]1[CH2:32][CH2:31][CH:30]([C:33]([O:35][CH2:36][CH3:37])=[O:34])[CH2:29][CH2:28]1.C([O-])(=O)C.[Na+].CC(O)=O. (6) Given the product [CH3:59][O:58][C:56](=[O:57])[NH:52][C@@H:48]1[CH2:49][CH2:50][CH2:51][N:46]([CH2:45][C:42]2[NH:41][C:40]([C:37]3[CH:38]=[CH:39][C:34]([C:31]4[CH:30]=[CH:29][C:28]([C:25]5[NH:24][C:23]([CH:19]6[CH2:20][CH2:21][CH2:22][N:18]6[C:16](=[O:17])[CH:12]([NH:11][C:10]([O:9][CH3:8])=[O:54])[CH:13]([CH3:15])[CH3:14])=[N:27][CH:26]=5)=[CH:33][CH:32]=4)=[CH:35][CH:36]=3)=[CH:44][N:43]=2)[C:47]1=[O:53], predict the reactants needed to synthesize it. The reactants are: CN1CCOCC1.[CH3:8][O:9][C:10](=[O:54])[NH:11][C@@H:12]([C:16]([N:18]1[CH2:22][CH2:21][CH2:20][CH:19]1[C:23]1[NH:24][C:25]([C:28]2[CH:33]=[CH:32][C:31]([C:34]3[CH:39]=[CH:38][C:37]([C:40]4[NH:41][C:42]([CH2:45][N:46]5[CH2:51][CH2:50][CH2:49][CH:48]([NH2:52])[C:47]5=[O:53])=[N:43][CH:44]=4)=[CH:36][CH:35]=3)=[CH:30][CH:29]=2)=[CH:26][N:27]=1)=[O:17])[CH:13]([CH3:15])[CH3:14].Cl[C:56]([O:58][CH3:59])=[O:57].